This data is from Reaction yield outcomes from USPTO patents with 853,638 reactions. The task is: Predict the reaction yield, written as a fraction of the theoretical maximum amount of product (1.0 means a 100% yield; for example, 0.34 means a 34% yield). (1) The reactants are [CH3:1][O:2][C:3]1[CH:8]=[CH:7][C:6]([C:9]2[NH:13][C:12]3[CH:14]=[C:15]([NH:18][C:19]([C:21]4[CH:30]=[CH:29][C:24]([C:25](OC)=[O:26])=[CH:23][CH:22]=4)=[O:20])[CH:16]=[CH:17][C:11]=3[N:10]=2)=[CH:5][CH:4]=1.CO[C:33]1[CH:38]=[CH:37][C:36]([C:39]2[NH:43]C3C=C(N)C=CC=3N=2)=[CH:35][CH:34]=1.ClC(C1C=CC(C([O:58][CH3:59])=O)=CC=1)=O.[N:62]1C=CC=CC=1. No catalyst specified. The product is [CH3:59][O:58][C:38]1[CH:37]=[C:36]([CH:35]=[CH:34][CH:33]=1)/[CH:39]=[N:43]/[NH:62][C:25]([C:24]1[CH:23]=[CH:22][C:21]([C:19]([NH:18][C:15]2[CH:16]=[CH:17][C:11]3[N:10]=[C:9]([C:6]4[CH:7]=[CH:8][C:3]([O:2][CH3:1])=[CH:4][CH:5]=4)[NH:13][C:12]=3[CH:14]=2)=[O:20])=[CH:30][CH:29]=1)=[O:26]. The yield is 0.440. (2) The product is [C:1]([C:3]1[CH:4]=[C:5]2[C:10](=[CH:11][C:12]=1[F:13])[O:9][CH2:8][CH2:7][C:6]2([CH3:18])[C:14]([O:16][CH3:17])=[O:15])#[N:2]. The yield is 0.340. The catalyst is C(#N)C. The reactants are [C:1]([C:3]1[CH:4]=[C:5]2[C:10](=[CH:11][C:12]=1[F:13])[O:9][CH2:8][CH2:7][CH:6]2[C:14]([O:16][CH3:17])=[O:15])#[N:2].[C:18]([O-])([O-])=O.[K+].[K+].IC.[H-].[Na+]. (3) The reactants are C(N(CC)CC)C.[F:8][C:9]1[CH:10]=[C:11]([NH2:16])[C:12]([NH2:15])=[N:13][CH:14]=1.[CH3:17][O:18][C:19]([C:21]1[CH:29]=[CH:28][C:24]([C:25](O)=O)=[CH:23][CH:22]=1)=[O:20].F[P-](F)(F)(F)(F)F.N1(OC(N(C)C)=[N+](C)C)C2C=CC=CC=2N=N1. The catalyst is C(#N)C. The product is [F:8][C:9]1[CH:10]=[C:11]2[N:16]=[C:25]([C:24]3[CH:28]=[CH:29][C:21]([C:19]([O:18][CH3:17])=[O:20])=[CH:22][CH:23]=3)[NH:15][C:12]2=[N:13][CH:14]=1. The yield is 0.790.